From a dataset of Reaction yield outcomes from USPTO patents with 853,638 reactions. Predict the reaction yield, written as a fraction of the theoretical maximum amount of product (1.0 means a 100% yield; for example, 0.34 means a 34% yield). (1) The reactants are Cl[C:2]1[CH:7]=[CH:6][CH:5]=[C:4]([Cl:8])[N:3]=1.[C:9]1([OH:15])[CH:14]=[CH:13][CH:12]=[CH:11][CH:10]=1.[OH-].[Na+]. The catalyst is O.C(OCC)(=O)C. The product is [Cl:8][C:4]1[CH:5]=[CH:6][CH:7]=[C:2]([O:15][C:9]2[CH:14]=[CH:13][CH:12]=[CH:11][CH:10]=2)[N:3]=1. The yield is 0.410. (2) The reactants are [Cl:1][C:2]1[C:7]([N:8]2[CH2:13][CH2:12][N:11]([CH2:14][CH2:15][N:16]([CH3:26])[S:17]([C:20]3[CH:21]=[N:22][N:23]([CH3:25])[CH:24]=3)(=[O:19])=[O:18])[CH2:10][CH2:9]2)=[CH:6][CH:5]=[CH:4][N:3]=1.CC1(C)C(C)(C)OB([C:35]2[CH:44]=[CH:43][C:38]([NH:39][C:40](=[O:42])[CH3:41])=[CH:37][CH:36]=2)O1.C(=O)([O-])[O-].[K+].[K+].CC(C)=O. The catalyst is CC(N(C)C)=O.O.C(OCC)(=O)C.O.C1C=CC([P]([Pd]([P](C2C=CC=CC=2)(C2C=CC=CC=2)C2C=CC=CC=2)([P](C2C=CC=CC=2)(C2C=CC=CC=2)C2C=CC=CC=2)[P](C2C=CC=CC=2)(C2C=CC=CC=2)C2C=CC=CC=2)(C2C=CC=CC=2)C2C=CC=CC=2)=CC=1. The product is [ClH:1].[ClH:1].[CH3:26][N:16]([S:17]([C:20]1[CH:21]=[N:22][N:23]([CH3:25])[CH:24]=1)(=[O:19])=[O:18])[CH2:15][CH2:14][N:11]1[CH2:12][CH2:13][N:8]([C:7]2[C:2]([C:35]3[CH:44]=[CH:43][C:38]([NH:39][C:40](=[O:42])[CH3:41])=[CH:37][CH:36]=3)=[N:3][CH:4]=[CH:5][CH:6]=2)[CH2:9][CH2:10]1. The yield is 0.790. (3) The reactants are Cl[C:2]1[N:3]=[CH:4][CH:5]=[C:6]2[CH:10]=[CH:9][NH:8][C:7]=12.[CH:11]1([C:14]([NH2:16])=[O:15])[CH2:13][CH2:12]1. No catalyst specified. The product is [NH:8]1[C:7]2=[C:2]([NH:16][C:14]([CH:11]3[CH2:13][CH2:12]3)=[O:15])[N:3]=[CH:4][CH:5]=[C:6]2[CH:10]=[CH:9]1. The yield is 0.0759. (4) The reactants are [C:1]([O:5][C:6]([CH:8]1[CH2:12][CH:11]([OH:13])[CH2:10][CH:9]1[C:14](=[O:26])[NH:15][C:16]1([C:21]([O:23][CH2:24][CH3:25])=[O:22])[CH2:18][CH:17]1[CH:19]=[CH2:20])=[O:7])([CH3:4])([CH3:3])[CH3:2].O[C:28]1[C:37]2[C:32](=[C:33]([CH3:40])[C:34]([O:38][CH3:39])=[CH:35][CH:36]=2)[N:31]=[C:30]([C:41]2[CH:46]=[CH:45][CH:44]=[C:43]([CH3:47])[N:42]=2)[CH:29]=1.C1(P(C2C=CC=CC=2)C2C=CC=CC=2)C=CC=CC=1.CC(OC(/N=N/C(OC(C)C)=O)=O)C. The catalyst is C1COCC1. The product is [C:1]([O:5][C:6]([CH:8]1[CH2:12][CH:11]([O:13][C:28]2[C:37]3[C:32](=[C:33]([CH3:40])[C:34]([O:38][CH3:39])=[CH:35][CH:36]=3)[N:31]=[C:30]([C:41]3[CH:46]=[CH:45][CH:44]=[C:43]([CH3:47])[N:42]=3)[CH:29]=2)[CH2:10][CH:9]1[C:14](=[O:26])[NH:15][C:16]1([C:21]([O:23][CH2:24][CH3:25])=[O:22])[CH2:18][CH:17]1[CH:19]=[CH2:20])=[O:7])([CH3:4])([CH3:2])[CH3:3]. The yield is 0.880. (5) The reactants are [CH:1]([C:3]1[O:11][C:10]2[CH:9]=[CH:8][N:7]=[C:6]([NH:12][C:13](=[O:20])[C:14]3[CH:19]=[CH:18][CH:17]=[CH:16][CH:15]=3)[C:5]=2[CH:4]=1)=O.[NH2:21]/[C:22](/[CH3:26])=[CH:23]\[C:24]#[N:25]. The catalyst is C(O)(=O)C. The product is [C:24]([C:23]1[CH:1]([C:3]2[O:11][C:10]3[CH:9]=[CH:8][N:7]=[C:6]([NH:12][C:13](=[O:20])[C:14]4[CH:15]=[CH:16][CH:17]=[CH:18][CH:19]=4)[C:5]=3[CH:4]=2)[C:5]([C:6]#[N:7])=[C:4]([CH3:3])[NH:21][C:22]=1[CH3:26])#[N:25]. The yield is 0.430.